This data is from Full USPTO retrosynthesis dataset with 1.9M reactions from patents (1976-2016). The task is: Predict the reactants needed to synthesize the given product. (1) Given the product [O:1]1[C:5]2[CH:6]=[CH:7][C:8]([C:10]3[C:15]([NH2:16])=[C:14]([Cl:19])[N:13]=[C:12]([CH2:20][C:21]4[CH:26]=[CH:25][C:24]([F:27])=[CH:23][CH:22]=4)[N:11]=3)=[CH:9][C:4]=2[O:3][CH2:2]1, predict the reactants needed to synthesize it. The reactants are: [O:1]1[C:5]2[CH:6]=[CH:7][C:8]([C:10]3[C:15]([N+:16]([O-])=O)=[C:14]([Cl:19])[N:13]=[C:12]([CH2:20][C:21]4[CH:26]=[CH:25][C:24]([F:27])=[CH:23][CH:22]=4)[N:11]=3)=[CH:9][C:4]=2[O:3][CH2:2]1.OCC1(OC[C@@H](O)[C@@H](O)[C@H]1O)O. (2) Given the product [Cl:40][C:37]1[CH:38]=[CH:39][C:22]2[N:21]([CH2:41][C:42]([CH3:48])([CH3:49])[CH2:43][OH:44])[C:20](=[O:50])[C@@H:19]([CH2:18][C:17]([NH:16][C:11]3[CH:10]=[C:9]([CH2:8][CH2:7][C:6]([OH:52])=[O:5])[CH:14]=[CH:13][C:12]=3[CH3:15])=[O:51])[O:25][C@H:24]([C:26]3[CH:31]=[CH:30][CH:29]=[C:28]([O:32][CH3:33])[C:27]=3[O:34][CH3:35])[C:23]=2[CH:36]=1, predict the reactants needed to synthesize it. The reactants are: [OH-].[Na+].C([O:5][C:6](=[O:52])[CH2:7][CH2:8][C:9]1[CH:14]=[CH:13][C:12]([CH3:15])=[C:11]([NH:16][C:17](=[O:51])[CH2:18][C@H:19]2[O:25][C@H:24]([C:26]3[CH:31]=[CH:30][CH:29]=[C:28]([O:32][CH3:33])[C:27]=3[O:34][CH3:35])[C:23]3[CH:36]=[C:37]([Cl:40])[CH:38]=[CH:39][C:22]=3[N:21]([CH2:41][C:42]([CH3:49])([CH3:48])[CH2:43][O:44]C(=O)C)[C:20]2=[O:50])[CH:10]=1)C.O. (3) Given the product [CH2:27]([O:29][C:30](=[O:46])[CH:31]([N:33]([O:39][C:40]1[CH:41]=[CH:42][CH:43]=[CH:44][CH:45]=1)[PH:34]([CH2:36][CH2:37][NH:38][CH2:26][C:23]([CH3:24])=[CH:22][CH2:21][C:4]1[C:5]([OH:14])=[C:6]2[C:10](=[C:11]([CH3:12])[C:3]=1[CH2:1][CH3:2])[CH2:9][O:8][C:7]2=[O:13])=[O:35])[CH3:32])[CH3:28], predict the reactants needed to synthesize it. The reactants are: [CH2:1]([C:3]1[C:11]([CH3:12])=[C:10]2[C:6]([C:7](=[O:13])[O:8][CH2:9]2)=[C:5]([O:14]CC[Si](C)(C)C)[C:4]=1[CH2:21][CH:22]=[C:23]([CH3:26])[CH:24]=O)[CH3:2].[CH2:27]([O:29][C:30](=[O:46])[CH:31]([N:33]([O:39][C:40]1[CH:45]=[CH:44][CH:43]=[CH:42][CH:41]=1)[PH:34]([CH2:36][CH2:37][NH2:38])=[O:35])[CH3:32])[CH3:28]. (4) Given the product [OH:27][C@H:24]1[CH2:25][CH2:26][N:22]([C:2]2[CH:3]=[C:4]3[C:9](=[CH:10][C:11]=2[N+:12]([O-:14])=[O:13])[NH:8][C:7](=[O:15])[N:6]([NH:16][S:17]([CH3:20])(=[O:19])=[O:18])[C:5]3=[O:21])[CH2:23]1, predict the reactants needed to synthesize it. The reactants are: F[C:2]1[CH:3]=[C:4]2[C:9](=[CH:10][C:11]=1[N+:12]([O-:14])=[O:13])[NH:8][C:7](=[O:15])[N:6]([NH:16][S:17]([CH3:20])(=[O:19])=[O:18])[C:5]2=[O:21].[NH:22]1[CH2:26][CH2:25][C@H:24]([OH:27])[CH2:23]1.